This data is from Forward reaction prediction with 1.9M reactions from USPTO patents (1976-2016). The task is: Predict the product of the given reaction. (1) Given the reactants [F:1][C:2]1[CH:7]=[CH:6][C:5]([C:8]2[CH:13]=[CH:12][N:11]=[CH:10][C:9]=2[NH:14][CH2:15][C:16]([F:19])([F:18])[F:17])=[C:4]([O:20][CH3:21])[CH:3]=1.[CH3:22][N:23]([CH3:40])[S:24]([C:27]1[CH:28]=[C:29]([CH:33]=[C:34]([C:36]([F:39])([F:38])[F:37])[CH:35]=1)[C:30](O)=[O:31])(=[O:26])=[O:25], predict the reaction product. The product is: [CH3:22][N:23]([CH3:40])[S:24]([C:27]1[CH:28]=[C:29]([CH:33]=[C:34]([C:36]([F:38])([F:37])[F:39])[CH:35]=1)[C:30]([N:14]([C:9]1[CH:10]=[N:11][CH:12]=[CH:13][C:8]=1[C:5]1[CH:6]=[CH:7][C:2]([F:1])=[CH:3][C:4]=1[O:20][CH3:21])[CH2:15][C:16]([F:18])([F:17])[F:19])=[O:31])(=[O:25])=[O:26]. (2) Given the reactants [NH:1]1[C:9]2[C:4](=[CH:5][CH:6]=[CH:7][CH:8]=2)[C:3]([CH:10]=[O:11])=[CH:2]1.[H-].[Na+].[Br:14][C:15]1[CH:20]=[CH:19][CH:18]=[CH:17][C:16]=1[S:21](Cl)(=[O:23])=[O:22], predict the reaction product. The product is: [Br:14][C:15]1[CH:20]=[CH:19][CH:18]=[CH:17][C:16]=1[S:21]([N:1]1[C:9]2[C:4](=[CH:5][CH:6]=[CH:7][CH:8]=2)[C:3]([CH:10]=[O:11])=[CH:2]1)(=[O:23])=[O:22]. (3) The product is: [CH3:24][C:25]1([CH3:41])[C:33]2[C:28](=[CH:29][CH:30]=[C:31]([N:34]3[C:38](=[O:39])[C:37](=[N:20][NH:2][C:3]4[C:4]([OH:19])=[C:5]([C:10]5[CH:15]=[CH:14][CH:13]=[C:12]([C:16]([OH:18])=[O:17])[CH:11]=5)[CH:6]=[C:7]([CH3:9])[CH:8]=4)[C:36]([CH3:40])=[N:35]3)[CH:32]=2)[CH2:27][CH2:26]1. Given the reactants Cl.[NH2:2][C:3]1[C:4]([OH:19])=[C:5]([C:10]2[CH:15]=[CH:14][CH:13]=[C:12]([C:16]([OH:18])=[O:17])[CH:11]=2)[CH:6]=[C:7]([CH3:9])[CH:8]=1.[N:20]([O-])=O.[Na+].[CH3:24][C:25]1([CH3:41])[C:33]2[C:28](=[CH:29][CH:30]=[C:31]([N:34]3[C:38](=[O:39])[CH2:37][C:36]([CH3:40])=[N:35]3)[CH:32]=2)[CH2:27][CH2:26]1.C(=O)(O)[O-].[Na+], predict the reaction product. (4) The product is: [C:1]([C:5]1[CH:10]=[CH:9][C:8]([C:11]2[N:15]([C:35]([C:36]3[CH:41]=[CH:40][CH:39]=[CH:38][CH:37]=3)=[O:42])[C@@:14]([C:17]3[CH:22]=[CH:21][C:20]([Cl:23])=[CH:19][CH:18]=3)([CH3:16])[C@@:13]([C:25]3[CH:26]=[CH:27][C:28]([Cl:31])=[CH:29][CH:30]=3)([CH3:24])[N:12]=2)=[C:7]([O:32][CH2:33][CH3:34])[CH:6]=1)([CH3:2])([CH3:3])[CH3:4]. Given the reactants [C:1]([C:5]1[CH:10]=[CH:9][C:8]([C:11]2[NH:12][C:13]([C:25]3[CH:30]=[CH:29][C:28]([Cl:31])=[CH:27][CH:26]=3)([CH3:24])[C:14]([C:17]3[CH:22]=[CH:21][C:20]([Cl:23])=[CH:19][CH:18]=3)([CH3:16])[N:15]=2)=[C:7]([O:32][CH2:33][CH3:34])[CH:6]=1)([CH3:4])([CH3:3])[CH3:2].[C:35](Cl)(=[O:42])[C:36]1[CH:41]=[CH:40][CH:39]=[CH:38][CH:37]=1, predict the reaction product. (5) Given the reactants [Cl:1][C:2]1[C:3]2[CH:14]=[CH:13][C:12](=[O:15])[N:11]([C:16]3[C:21]([F:22])=[CH:20][CH:19]=[CH:18][C:17]=3[F:23])[C:4]=2[N:5]=[C:6](S(C)=O)[N:7]=1.[CH3:24][CH:25]1[CH2:30][CH2:29][N:28]([CH:31]2[CH2:36][CH2:35][NH:34][CH2:33][CH2:32]2)[CH2:27][CH2:26]1.C(N(CC)CC)C, predict the reaction product. The product is: [Cl:1][C:2]1[C:3]2[CH:14]=[CH:13][C:12](=[O:15])[N:11]([C:16]3[C:21]([F:22])=[CH:20][CH:19]=[CH:18][C:17]=3[F:23])[C:4]=2[N:5]=[C:6]([N:34]2[CH2:35][CH2:36][CH:31]([N:28]3[CH2:29][CH2:30][CH:25]([CH3:24])[CH2:26][CH2:27]3)[CH2:32][CH2:33]2)[N:7]=1. (6) Given the reactants [N+:1]([C:4]1[CH:12]=[CH:11][C:7]([C:8]([OH:10])=O)=[CH:6][CH:5]=1)([O-:3])=[O:2].[CH3:13][N:14]1[CH2:19][CH2:18][NH:17][CH2:16][CH2:15]1, predict the reaction product. The product is: [CH3:13][N:14]1[CH2:19][CH2:18][N:17]([C:8]([C:7]2[CH:6]=[CH:5][C:4]([N+:1]([O-:3])=[O:2])=[CH:12][CH:11]=2)=[O:10])[CH2:16][CH2:15]1. (7) Given the reactants [Cl:1][C:2]1[C:7]([Cl:8])=[CH:6][CH:5]=[CH:4][C:3]=1[N:9]1[CH2:14][CH2:13][NH:12][CH2:11][CH2:10]1.[O:15]1[CH2:17][CH:16]1[CH2:18][CH2:19][N:20]1[C:28](=[O:29])[C:27]2[C:22](=[CH:23][CH:24]=[CH:25][CH:26]=2)[C:21]1=[O:30], predict the reaction product. The product is: [Cl:1][C:2]1[C:7]([Cl:8])=[CH:6][CH:5]=[CH:4][C:3]=1[N:9]1[CH2:14][CH2:13][N:12]([CH2:17][CH:16]([OH:15])[CH2:18][CH2:19][N:20]2[C:28](=[O:29])[C:27]3[C:22](=[CH:23][CH:24]=[CH:25][CH:26]=3)[C:21]2=[O:30])[CH2:11][CH2:10]1. (8) The product is: [BrH:32].[S:1]1[CH:5]=[CH:4][C:3]2[C:6]([N:10]3[CH2:11][CH2:12][N:13]([CH2:16][CH2:17][CH2:18][CH2:19][O:20][C:21]4[CH:30]=[C:29]5[C:24]([CH:25]=[CH:26][C:27](=[O:31])[NH:28]5)=[CH:23][CH:22]=4)[CH2:14][CH2:15]3)=[CH:7][CH:8]=[CH:9][C:2]1=2. Given the reactants [S:1]1[CH:5]=[CH:4][C:3]2[C:6]([N:10]3[CH2:15][CH2:14][N:13]([CH2:16][CH2:17][CH2:18][CH2:19][O:20][C:21]4[CH:30]=[C:29]5[C:24]([CH:25]=[CH:26][C:27](=[O:31])[NH:28]5)=[CH:23][CH:22]=4)[CH2:12][CH2:11]3)=[CH:7][CH:8]=[CH:9][C:2]1=2.[BrH:32], predict the reaction product. (9) Given the reactants [F:1][C:2]1[CH:7]=[C:6]([C:8]([OH:11])([CH3:10])[CH3:9])[CH:5]=[CH:4][C:3]=1[C:12]1[S:16][C:15]([NH:17][C:18]2[CH:23]=[CH:22][CH:21]=[C:20]([CH:24]=[O:25])[N:19]=2)=[C:14]([C:26]([NH2:28])=[O:27])[CH:13]=1.BrC1N=C(CO[CH2:38][CH2:39][N:40]2[CH2:43][C:42]3([CH2:46][CH2:45][CH2:44]3)[CH2:41]2)C=CC=1, predict the reaction product. The product is: [CH2:41]1[C:42]2([CH2:46][CH2:45][CH2:44]2)[CH2:43][N:40]1[CH2:39][CH2:38][O:25][CH2:24][C:20]1[N:19]=[C:18]([NH:17][C:15]2[S:16][C:12]([C:3]3[CH:4]=[CH:5][C:6]([C:8]([OH:11])([CH3:9])[CH3:10])=[CH:7][C:2]=3[F:1])=[CH:13][C:14]=2[C:26]([NH2:28])=[O:27])[CH:23]=[CH:22][CH:21]=1. (10) Given the reactants [OH:1][C:2]1[CH:7]=[CH:6][C:5]([C:8]([C:19]2[CH:24]=[CH:23][CH:22]=[CH:21][CH:20]=2)=[C:9]([C:13]2[CH:18]=[CH:17][CH:16]=[CH:15][CH:14]=2)[CH2:10][CH2:11][OH:12])=[CH:4][CH:3]=1.[CH3:25][S:26][CH2:27][CH2:28]Cl, predict the reaction product. The product is: [CH3:25][S:26][CH2:27][CH2:28][O:1][C:2]1[CH:3]=[CH:4][C:5](/[C:8](/[C:19]2[CH:20]=[CH:21][CH:22]=[CH:23][CH:24]=2)=[C:9](\[C:13]2[CH:14]=[CH:15][CH:16]=[CH:17][CH:18]=2)/[CH2:10][CH2:11][OH:12])=[CH:6][CH:7]=1.